Dataset: Reaction yield outcomes from USPTO patents with 853,638 reactions. Task: Predict the reaction yield, written as a fraction of the theoretical maximum amount of product (1.0 means a 100% yield; for example, 0.34 means a 34% yield). (1) The reactants are [NH2:1][C@H:2]([C@@H:10]([OH:21])[CH2:11][C@@H:12]([NH2:20])[CH2:13][C:14]1[CH:19]=[CH:18][CH:17]=[CH:16][CH:15]=1)[CH2:3][C:4]1[CH:9]=[CH:8][CH:7]=[CH:6][CH:5]=1.C1C([N+]([O-])=O)=CC=C([O:31][C:32]([O:34][CH2:35][C:36]2[S:40][CH:39]=[N:38][CH:37]=2)=[O:33])C=1.CO.C(N)(C)C. The catalyst is C1COCC1.C(Cl)(Cl)Cl. The product is [NH2:20][C@@H:12]([CH2:13][C:14]1[CH:19]=[CH:18][CH:17]=[CH:16][CH:15]=1)[CH2:11][C@H:10]([OH:21])[C@@H:2]([NH:1][C:32]([O:34][CH2:35][C:36]1[S:40][CH:39]=[N:38][CH:37]=1)=[O:31])[CH2:3][C:4]1[CH:9]=[CH:8][CH:7]=[CH:6][CH:5]=1.[NH2:1][C@H:2]([C@@H:10]([OH:21])[CH2:11][C@@H:12]([NH:20][C:32]([O:34][CH2:35][C:36]1[S:40][CH:39]=[N:38][CH:37]=1)=[O:33])[CH2:13][C:14]1[CH:19]=[CH:18][CH:17]=[CH:16][CH:15]=1)[CH2:3][C:4]1[CH:9]=[CH:8][CH:7]=[CH:6][CH:5]=1. The yield is 0.160. (2) The reactants are [CH2:1]([C@@H:8]1[C@@H:12]([O:13][Si:14]([CH:21]([CH3:23])[CH3:22])([CH:18]([CH3:20])[CH3:19])[CH:15]([CH3:17])[CH3:16])[C@H:11]([CH3:24])[O:10][C:9]1=[O:25])[C:2]1[CH:7]=[CH:6][CH:5]=[CH:4][CH:3]=1.C(=O)=O.CC(C)=O.[H-].C([Al+]CC(C)C)C(C)C.CCCCCC. The catalyst is C(Cl)Cl. The product is [CH2:1]([C@H:8]([C@@H:12]([O:13][Si:14]([CH:15]([CH3:17])[CH3:16])([CH:21]([CH3:23])[CH3:22])[CH:18]([CH3:19])[CH3:20])[C@@H:11]([OH:10])[CH3:24])[CH2:9][OH:25])[C:2]1[CH:7]=[CH:6][CH:5]=[CH:4][CH:3]=1. The yield is 0.712. (3) The catalyst is C1COCC1.O. The product is [S:1]1[C:5]2[CH:6]=[CH:7][CH:8]=[CH:9][C:4]=2[N:3]=[C:2]1[O:10][C:11]1[CH:19]=[CH:18][C:14]([CH2:15][OH:16])=[C:13]([F:20])[CH:12]=1. The reactants are [S:1]1[C:5]2[CH:6]=[CH:7][CH:8]=[CH:9][C:4]=2[N:3]=[C:2]1[O:10][C:11]1[CH:19]=[CH:18][C:14]([C:15](O)=[O:16])=[C:13]([F:20])[CH:12]=1.CCN(CC)CC.C(OC(Cl)=O)C(C)C.[BH4-].[Na+]. The yield is 0.750. (4) The product is [OH:14][C@@H:2]([CH2:3][C:4]1[CH:9]=[CH:8][CH:7]=[CH:6][CH:5]=1)[C:10]([OH:12])=[O:11]. The reactants are N[C@H:2]([C:10]([OH:12])=[O:11])[CH2:3][C:4]1[CH:9]=[CH:8][CH:7]=[CH:6][CH:5]=1.S(=O)(=O)(O)[OH:14].N([O-])=O.[Na+]. The yield is 0.850. The catalyst is O. (5) The reactants are [C:1]([O:5][C:6]([N:8]1[CH2:13][CH2:12][CH:11]([O:14][C:15]2[CH:20]=[CH:19][C:18]([N+:21]([O-])=O)=[CH:17][C:16]=2[Cl:24])[CH2:10][CH2:9]1)=[O:7])([CH3:4])([CH3:3])[CH3:2]. The catalyst is C(O)(=O)C.[Zn]. The product is [C:1]([O:5][C:6]([N:8]1[CH2:9][CH2:10][CH:11]([O:14][C:15]2[CH:20]=[CH:19][C:18]([NH2:21])=[CH:17][C:16]=2[Cl:24])[CH2:12][CH2:13]1)=[O:7])([CH3:4])([CH3:2])[CH3:3]. The yield is 0.870.